This data is from CYP2D6 inhibition data for predicting drug metabolism from PubChem BioAssay. The task is: Regression/Classification. Given a drug SMILES string, predict its absorption, distribution, metabolism, or excretion properties. Task type varies by dataset: regression for continuous measurements (e.g., permeability, clearance, half-life) or binary classification for categorical outcomes (e.g., BBB penetration, CYP inhibition). Dataset: cyp2d6_veith. (1) The result is 0 (non-inhibitor). The compound is Nc1c2c(nc3ccccc13)CCCC2. (2) The result is 0 (non-inhibitor). The molecule is CCN(CC(=O)O)CC(=O)O. (3) The compound is Cc1cc(NC(=O)c2nn(C)c(C)c2[N+](=O)[O-])no1. The result is 0 (non-inhibitor). (4) The molecule is CC(C)(C)NC[C@H](O)COc1cccc2c1C[C@@H](O)[C@@H](O)C2. The result is 0 (non-inhibitor). (5) The molecule is Cc1c(Cl)cccc1NC(=O)c1ccc(-n2ccnc2)nc1. The result is 1 (inhibitor). (6) The compound is CN[C@H]1[C@H](O)[C@@H](O[C@H]2[C@H](N)C[C@H](N)[C@H](O[C@H]3OC(CN)=CC[C@H]3N)[C@H]2O)OC[C@@]1(C)O. The result is 0 (non-inhibitor). (7) The drug is CO[C@@H]1C=CO[C@]2(C)Oc3c(C)c(O)c4c(O)c(c(C=NN5CCN(C)CC5)c(O)c4c3C2=O)NC(=O)C(C)=CC=C[C@H](C)[C@H](O)[C@H](C)[C@H](O)[C@H](C)[C@H](OC(C)=O)[C@H]1C. The result is 0 (non-inhibitor). (8) The compound is Cc1ccc(C(=O)Oc2cc(C)n(C)c(=O)c2)cc1. The result is 0 (non-inhibitor).